Task: Predict the reaction yield, written as a fraction of the theoretical maximum amount of product (1.0 means a 100% yield; for example, 0.34 means a 34% yield).. Dataset: Reaction yield outcomes from USPTO patents with 853,638 reactions (1) The reactants are I[C:2]1[C:10]2[C:5](=[N:6][CH:7]=[C:8]([C:11]3[CH:16]=[CH:15][C:14]([N:17]4[CH2:22][CH2:21][N:20]([C:23]([O:25][C:26]([CH3:29])([CH3:28])[CH3:27])=[O:24])[CH2:19][CH2:18]4)=[CH:13][CH:12]=3)[CH:9]=2)[N:4]([S:30]([C:33]2[CH:39]=[CH:38][C:36]([CH3:37])=[CH:35][CH:34]=2)(=[O:32])=[O:31])[CH:3]=1.[F:40][C:41]1[CH:42]=[C:43]([CH:60]=[CH:61][CH:62]=1)[CH2:44][N:45]1[CH:49]=[C:48](C2OC(C)(C)C(C)(C)O2)[C:47](C)=[N:46]1.[C:63](=O)([O-])[O-].[Na+].[Na+]. The catalyst is Cl[Pd](Cl)([P](C1C=CC=CC=1)(C1C=CC=CC=1)C1C=CC=CC=1)[P](C1C=CC=CC=1)(C1C=CC=CC=1)C1C=CC=CC=1.C1(C)C=CC=CC=1.C(O)C.O. The product is [F:40][C:41]1[CH:42]=[C:43]([CH:60]=[CH:61][CH:62]=1)[CH2:44][N:45]1[C:49]([CH3:63])=[C:48]([C:2]2[C:10]3[C:5](=[N:6][CH:7]=[C:8]([C:11]4[CH:16]=[CH:15][C:14]([N:17]5[CH2:22][CH2:21][N:20]([C:23]([O:25][C:26]([CH3:29])([CH3:28])[CH3:27])=[O:24])[CH2:19][CH2:18]5)=[CH:13][CH:12]=4)[CH:9]=3)[N:4]([S:30]([C:33]3[CH:39]=[CH:38][C:36]([CH3:37])=[CH:35][CH:34]=3)(=[O:32])=[O:31])[CH:3]=2)[CH:47]=[N:46]1. The yield is 0.762. (2) The reactants are [CH3:1][O:2][C:3](=[O:18])[CH:4]([CH2:16][CH3:17])[CH:5]([O:7][C:8](=[O:15])[C:9]1[CH:14]=[CH:13][CH:12]=[CH:11][CH:10]=1)[CH3:6].[CH2:16]([CH:4]([CH:5]([O:7][C:8](=[O:15])[C:9]1[CH:10]=[CH:11][CH:12]=[CH:13][CH:14]=1)[CH3:6])[C:3]([O:2][CH3:1])=[O:18])[CH3:17].C(C(C(O)C)C(OC)=O)C.C(C(C(O)C)C(OCC)=O)C. No catalyst specified. The product is [CH2:16]([CH:4]([CH:5]([O:7][C:8](=[O:15])[C:9]1[CH:10]=[CH:11][CH:12]=[CH:13][CH:14]=1)[CH3:6])[C:3]([O:2][CH3:1])=[O:18])[CH3:17]. The yield is 0.770.